Task: Predict the reaction yield, written as a fraction of the theoretical maximum amount of product (1.0 means a 100% yield; for example, 0.34 means a 34% yield).. Dataset: Reaction yield outcomes from USPTO patents with 853,638 reactions (1) The reactants are [Cl:1][CH2:2][CH2:3][C:4]([C:6]1[CH:11]=[CH:10][CH:9]=[CH:8][CH:7]=1)=[O:5].II.Br[CH2:15][C:16]([O:18][CH2:19][CH3:20])=[O:17]. The catalyst is C1COCC1.[Zn]. The product is [Cl:1][CH2:2][CH2:3][C:4]([OH:5])([C:6]1[CH:11]=[CH:10][CH:9]=[CH:8][CH:7]=1)[CH2:15][C:16]([O:18][CH2:19][CH3:20])=[O:17]. The yield is 0.530. (2) The yield is 0.830. The catalyst is O. The product is [CH3:1][O:2][C:3]1[C:10]([CH3:11])=[CH:9][C:6]([C:7]([NH2:8])=[O:16])=[C:5]([N+:12]([O-:14])=[O:13])[CH:4]=1. The reactants are [CH3:1][O:2][C:3]1[C:10]([CH3:11])=[CH:9][C:6]([C:7]#[N:8])=[C:5]([N+:12]([O-:14])=[O:13])[CH:4]=1.S(=O)(=O)(O)[OH:16]. (3) The reactants are [CH3:1]C(C)([O-])C.[K+].CP(C1C=CC=CC=1)(C1C=CC=CC=1)C1C=CC=CC=1.[CH3:27][C:28]1[CH:33]=[C:32]([CH3:34])[N:31]=[C:30]([O:35][CH3:36])[C:29]=1[CH:37]=O. The catalyst is C1(C)C=CC=CC=1. The product is [CH3:36][O:35][C:30]1[C:29]([CH:37]=[CH2:1])=[C:28]([CH3:27])[CH:33]=[C:32]([CH3:34])[N:31]=1. The yield is 0.555. (4) The reactants are [F:1][C:2]1[CH:7]=[C:6]([F:8])[CH:5]=[CH:4][C:3]=1[OH:9].[H-].[Na+].[N+]([C:15]1[O:19][C:18]([CH:20]=[O:21])=[CH:17][CH:16]=1)([O-])=O.O. The catalyst is CS(C)=O. The product is [F:1][C:2]1[CH:7]=[C:6]([F:8])[CH:5]=[CH:4][C:3]=1[O:9][C:15]1[O:19][C:18]([CH:20]=[O:21])=[CH:17][CH:16]=1. The yield is 0.330. (5) The reactants are Br[C:2]1[C:10]2[C:5](=[CH:6][CH:7]=[C:8]([C:11]#[N:12])[CH:9]=2)[N:4]([CH:13]2[CH2:18][CH2:17][CH2:16][CH2:15][O:14]2)[N:3]=1.[NH2:19][C:20]1[CH:21]=[C:22](B(O)O)[CH:23]=[CH:24][CH:25]=1.ClCCl.P([O-])([O-])([O-])=O.[K+].[K+].[K+]. The catalyst is COCCOC.C1(P(C2C=CC=CC=2)[C-]2C=CC=C2)C=CC=CC=1.[C-]1(P(C2C=CC=CC=2)C2C=CC=CC=2)C=CC=C1.[Fe+2]. The product is [NH2:19][C:20]1[CH:25]=[C:24]([C:2]2[C:10]3[C:5](=[CH:6][CH:7]=[C:8]([C:11]#[N:12])[CH:9]=3)[N:4]([CH:13]3[CH2:18][CH2:17][CH2:16][CH2:15][O:14]3)[N:3]=2)[CH:23]=[CH:22][CH:21]=1. The yield is 0.810. (6) The reactants are [NH2:1][C:2]1[N:7]=[CH:6][C:5](/[CH:8]=[CH:9]/[C:10]([N:12]([CH2:14][C:15]2[S:19][C:18]3[CH:20]=[CH:21][CH:22]=[C:23]([F:24])[C:17]=3[C:16]=2[Cl:25])[CH3:13])=[O:11])=[CH:4][CH:3]=1.Cl. The catalyst is C(Cl)Cl.CCOCC. The product is [ClH:25].[NH2:1][C:2]1[N:7]=[CH:6][C:5](/[CH:8]=[CH:9]/[C:10]([N:12]([CH2:14][C:15]2[S:19][C:18]3[CH:20]=[CH:21][CH:22]=[C:23]([F:24])[C:17]=3[C:16]=2[Cl:25])[CH3:13])=[O:11])=[CH:4][CH:3]=1. The yield is 0.980. (7) The reactants are [C:1]([C:4]1[C:5]([C:34]([F:37])([F:36])[F:35])=[N:6][C:7]([N:10]2[CH2:15][CH2:14][N:13]3[C:16]4[CH:22]=[C:21]([S:23]([CH3:26])(=[O:25])=[O:24])[C:20]([C:27](OC)=[O:28])=[CH:19][C:17]=4[N:18]=[C:12]3[C@H:11]2[CH:31]([CH3:33])[CH3:32])=[N:8][CH:9]=1)(=[O:3])[CH3:2].CC(C[AlH]CC(C)C)C.[NH4+].[Cl-]. The catalyst is C(Cl)Cl. The product is [OH:28][CH2:27][C:20]1[C:21]([S:23]([CH3:26])(=[O:24])=[O:25])=[CH:22][C:16]2[N:13]3[CH2:14][CH2:15][N:10]([C:7]4[N:6]=[C:5]([C:34]([F:37])([F:36])[F:35])[C:4]([CH:1]([OH:3])[CH3:2])=[CH:9][N:8]=4)[CH:11]([CH:31]([CH3:32])[CH3:33])[C:12]3=[N:18][C:17]=2[CH:19]=1. The yield is 0.567. (8) The reactants are [C:1]([NH:4][C:5]1[S:6][C:7]([C:11]2[S:15][C:14]([S:16](Cl)(=[O:18])=[O:17])=[CH:13][CH:12]=2)=[C:8]([CH3:10])[N:9]=1)(=[O:3])[CH3:2].[O:20]1[C:24]2([CH2:29][CH2:28][NH:27][CH2:26][CH2:25]2)[O:23][CH2:22][CH2:21]1.CCN(C(C)C)C(C)C. The catalyst is C(Cl)Cl. The product is [O:20]1[C:24]2([CH2:29][CH2:28][N:27]([S:16]([C:14]3[S:15][C:11]([C:7]4[S:6][C:5]([NH:4][C:1](=[O:3])[CH3:2])=[N:9][C:8]=4[CH3:10])=[CH:12][CH:13]=3)(=[O:18])=[O:17])[CH2:26][CH2:25]2)[O:23][CH2:22][CH2:21]1. The yield is 0.370.